Dataset: Full USPTO retrosynthesis dataset with 1.9M reactions from patents (1976-2016). Task: Predict the reactants needed to synthesize the given product. (1) Given the product [F:1][C:2]1[CH:7]=[C:6]([C:25]2[CH:30]=[CH:29][CH:28]=[CH:27][C:26]=2[S:31][CH2:32][O:33][CH2:34][CH2:35][Si:36]([CH3:39])([CH3:38])[CH3:37])[CH:5]=[CH:4][C:3]=1[C:17]1[N:18]=[CH:19][C:20]([NH2:23])=[N:21][CH:22]=1, predict the reactants needed to synthesize it. The reactants are: [F:1][C:2]1[CH:7]=[C:6](B2OC(C)(C)C(C)(C)O2)[CH:5]=[CH:4][C:3]=1[C:17]1[N:18]=[CH:19][C:20]([NH2:23])=[N:21][CH:22]=1.Br[C:25]1[CH:30]=[CH:29][CH:28]=[CH:27][C:26]=1[S:31][CH2:32][O:33][CH2:34][CH2:35][Si:36]([CH3:39])([CH3:38])[CH3:37]. (2) Given the product [ClH:1].[ClH:1].[CH3:38][CH:37]([N:30]1[CH2:31][CH2:32][N:28]([C:24]2[CH:25]=[CH:26][CH:27]=[C:22]([CH2:21][CH2:20][N:17]3[CH2:18][CH2:19][N:14]([C:10]4[CH:9]=[CH:8][CH:7]=[C:6]5[C:11]=4[CH:12]=[CH:13][C:4]([CH3:3])=[N:5]5)[CH2:15][CH2:16]3)[CH:23]=2)[C:29]1=[O:33])[CH3:39], predict the reactants needed to synthesize it. The reactants are: [ClH:1].Cl.[CH3:3][C:4]1[CH:13]=[CH:12][C:11]2[C:6](=[CH:7][CH:8]=[CH:9][C:10]=2[N:14]2[CH2:19][CH2:18][N:17]([CH2:20][CH2:21][C:22]3[CH:23]=[C:24]([N:28]4[CH2:32][CH2:31][NH:30][C:29]4=[O:33])[CH:25]=[CH:26][CH:27]=3)[CH2:16][CH2:15]2)[N:5]=1.[H-].[Na+].I[CH:37]([CH3:39])[CH3:38].